From a dataset of NCI-60 drug combinations with 297,098 pairs across 59 cell lines. Regression. Given two drug SMILES strings and cell line genomic features, predict the synergy score measuring deviation from expected non-interaction effect. Drug 1: CC(C1=C(C=CC(=C1Cl)F)Cl)OC2=C(N=CC(=C2)C3=CN(N=C3)C4CCNCC4)N. Drug 2: CC1=C(C(CCC1)(C)C)C=CC(=CC=CC(=CC(=O)O)C)C. Cell line: HCT-15. Synergy scores: CSS=3.10, Synergy_ZIP=-0.779, Synergy_Bliss=-0.858, Synergy_Loewe=-2.36, Synergy_HSA=-2.14.